This data is from Full USPTO retrosynthesis dataset with 1.9M reactions from patents (1976-2016). The task is: Predict the reactants needed to synthesize the given product. Given the product [Cl:1][C:2]1[CH:7]=[CH:6][CH:5]=[C:4]([CH2:9][S:10][CH3:11])[C:3]=1[NH2:8], predict the reactants needed to synthesize it. The reactants are: [Cl:1][C:2]1[CH:7]=[CH:6][CH:5]=[CH:4][C:3]=1[NH2:8].[CH3:9][S:10][CH3:11].ClN1C(=O)CCC1=O.C(N(CC)CC)C.